This data is from Full USPTO retrosynthesis dataset with 1.9M reactions from patents (1976-2016). The task is: Predict the reactants needed to synthesize the given product. The reactants are: [BH4-].[Na+].[CH3:3][O:4][C:5]1[CH:6]=[C:7]([CH:22]=[O:23])[C:8]2[O:12][C:11]([C:13]3[CH:18]=[CH:17][C:16]([O:19][CH3:20])=[CH:15][CH:14]=3)=[N:10][C:9]=2[CH:21]=1. Given the product [CH3:3][O:4][C:5]1[CH:6]=[C:7]([CH2:22][OH:23])[C:8]2[O:12][C:11]([C:13]3[CH:14]=[CH:15][C:16]([O:19][CH3:20])=[CH:17][CH:18]=3)=[N:10][C:9]=2[CH:21]=1, predict the reactants needed to synthesize it.